Task: Regression/Classification. Given a drug SMILES string, predict its absorption, distribution, metabolism, or excretion properties. Task type varies by dataset: regression for continuous measurements (e.g., permeability, clearance, half-life) or binary classification for categorical outcomes (e.g., BBB penetration, CYP inhibition). Dataset: cyp2c19_veith.. Dataset: CYP2C19 inhibition data for predicting drug metabolism from PubChem BioAssay (1) The molecule is COc1ccc(NC(=O)N2CCCC3(CCN(C(=O)c4ccncc4)CC3)C2)cc1. The result is 0 (non-inhibitor). (2) The drug is COC(=O)c1nn(-c2cccc(C(F)(F)F)c2)c(=O)cc1Sc1ccccn1. The result is 1 (inhibitor). (3) The molecule is NC(=O)COc1c(F)cc(SCCNS(=O)(=O)c2ccccc2)cc1F. The result is 0 (non-inhibitor). (4) The drug is CCOC(=O)c1ccc(S(=O)(=O)N2CCN(C)CC2)cc1. The result is 0 (non-inhibitor). (5) The molecule is COc1ccc(-n2c(=O)c(-c3ccccc3)nc3cnc(N4CCN(C)CC4)nc32)cc1. The result is 0 (non-inhibitor).